Task: Predict the reaction yield, written as a fraction of the theoretical maximum amount of product (1.0 means a 100% yield; for example, 0.34 means a 34% yield).. Dataset: Reaction yield outcomes from USPTO patents with 853,638 reactions (1) The yield is 0.820. The reactants are [Cl-].O[NH3+:3].[C:4](=[O:7])([O-:6])O.[Na+].CS(C)=O.[C:13]([C:15]1[CH:20]=[CH:19][CH:18]=[CH:17][C:16]=1[C:21]1[CH:26]=[CH:25][C:24]([CH2:27][C:28]2[C:29](=[O:48])[N:30]([CH2:40][C:41]([O:43][C:44]([CH3:47])([CH3:46])[CH3:45])=[O:42])[C:31]3[N:32]([N:37]=[CH:38][N:39]=3)[C:33]=2[CH2:34][CH2:35][CH3:36])=[CH:23][CH:22]=1)#[N:14]. The catalyst is C(OCC)(=O)C. The product is [O:48]=[C:29]1[C:28]([CH2:27][C:24]2[CH:23]=[CH:22][C:21]([C:16]3[CH:17]=[CH:18][CH:19]=[CH:20][C:15]=3[C:13]3[NH:3][C:4](=[O:7])[O:6][N:14]=3)=[CH:26][CH:25]=2)=[C:33]([CH2:34][CH2:35][CH3:36])[N:32]2[N:37]=[CH:38][N:39]=[C:31]2[N:30]1[CH2:40][C:41]([O:43][C:44]([CH3:47])([CH3:46])[CH3:45])=[O:42]. (2) The reactants are CO[C:3](=[O:13])[C:4]1[C:9]([I:10])=[CH:8][CH:7]=[CH:6][C:5]=1[CH2:11]Br.[CH3:14][C:15]1[CH:22]=[CH:21][CH:20]=[CH:19][C:16]=1[CH2:17][NH2:18].C([O-])([O-])=O.[K+].[K+].C(OCC)(=O)C. The catalyst is C1(C)C=CC=CC=1.CCCCCC. The product is [I:10][C:9]1[CH:8]=[CH:7][CH:6]=[C:5]2[C:4]=1[C:3](=[O:13])[N:18]([CH2:17][C:16]1[CH:19]=[CH:20][CH:21]=[CH:22][C:15]=1[CH3:14])[CH2:11]2. The yield is 0.510.